From a dataset of Full USPTO retrosynthesis dataset with 1.9M reactions from patents (1976-2016). Predict the reactants needed to synthesize the given product. (1) Given the product [Br:1][C:2]1[CH:3]=[CH:4][CH:5]=[C:6]2[C:11]=1[N:10]=[C:9]([Cl:15])[CH:8]=[N:7]2, predict the reactants needed to synthesize it. The reactants are: [Br:1][C:2]1[CH:3]=[CH:4][CH:5]=[C:6]2[C:11]=1[NH:10][C:9](=O)[CH:8]=[N:7]2.O=P(Cl)(Cl)[Cl:15]. (2) Given the product [N+:1]([C:4]1[CH:5]=[C:6]([C:11]2[O:12][C:13]3[CH:19]=[CH:18][C:17]([CH3:20])=[CH:16][C:14]=3[N:15]=2)[C:7]([NH:24][CH2:21][CH2:22][CH3:23])=[CH:8][CH:9]=1)([O-:3])=[O:2], predict the reactants needed to synthesize it. The reactants are: [N+:1]([C:4]1[CH:5]=[C:6]([C:11]2[O:12][C:13]3[CH:19]=[CH:18][C:17]([CH3:20])=[CH:16][C:14]=3[N:15]=2)[C:7](F)=[CH:8][CH:9]=1)([O-:3])=[O:2].[CH2:21]([NH2:24])[CH2:22][CH3:23]. (3) Given the product [Cl:21][C:18]1[CH:19]=[CH:20][C:15]([CH2:14][N:4]2[C:5]3[C:10](=[CH:9][C:8]([CH:11]=[O:12])=[CH:7][CH:6]=3)[C:2]([CH3:1])=[N:3]2)=[C:16]([C:22]([F:23])([F:24])[F:25])[CH:17]=1, predict the reactants needed to synthesize it. The reactants are: [CH3:1][C:2]1[C:10]2[C:5](=[CH:6][CH:7]=[C:8]([CH:11]=[O:12])[CH:9]=2)[NH:4][N:3]=1.Br[CH2:14][C:15]1[CH:20]=[CH:19][C:18]([Cl:21])=[CH:17][C:16]=1[C:22]([F:25])([F:24])[F:23]. (4) Given the product [C:28]([C:27]1[CH:20]([C:17]2[CH:18]=[CH:19][C:12]3=[N:11][S:15][N:14]=[C:13]3[CH:16]=2)[N:10]([C:8]2[CH:7]=[CH:6][C:5]3[NH:1][CH:2]=[N:3][C:4]=3[CH:9]=2)[C:25](=[O:24])[C:26]=1[OH:31])(=[O:30])[CH3:29], predict the reactants needed to synthesize it. The reactants are: [NH:1]1[C:5]2[CH:6]=[CH:7][C:8]([NH2:10])=[CH:9][C:4]=2[N:3]=[CH:2]1.[N:11]1[S:15][N:14]=[C:13]2[CH:16]=[C:17]([CH:20]=O)[CH:18]=[CH:19][C:12]=12.C([O:24][C:25](=O)[C:26](=[O:31])[CH2:27][C:28](=[O:30])[CH3:29])C. (5) Given the product [CH3:1][C:2]1[N:3]=[CH:4][C:5]([CH2:8][C:9]2[C:10](=[O:16])[N:11]=[C:12]([S:15][CH3:17])[NH:13][CH:14]=2)=[CH:6][N:7]=1, predict the reactants needed to synthesize it. The reactants are: [CH3:1][C:2]1[N:7]=[CH:6][C:5]([CH2:8][C:9]2[C:10](=[O:16])[NH:11][C:12](=[S:15])[NH:13][CH:14]=2)=[CH:4][N:3]=1.[CH3:17]C[O-].[Na+].CI. (6) Given the product [NH2:1][C@@H:2]1[CH2:3][CH2:4][C@@:5]([C:9]([N:11]2[CH2:16][C@@H:15]3[CH2:17][C@H:12]2[CH2:13][N:14]3[C:18]([O:20][C:21]([CH3:22])([CH3:24])[CH3:23])=[O:19])=[O:10])([CH2:7][CH3:8])[CH2:6]1, predict the reactants needed to synthesize it. The reactants are: [NH2:1][C@H:2]1[CH2:6][C@:5]([C:9]([N:11]2[CH2:16][C@@H:15]3[CH2:17][C@H:12]2[CH2:13][N:14]3[C:18]([O:20][C:21]([CH3:24])([CH3:23])[CH3:22])=[O:19])=[O:10])([CH2:7][CH3:8])[CH:4]=[CH:3]1.[H][H]. (7) Given the product [C:1]([C:3]1[CH:4]=[CH:5][C:6]([O:7][CH:8]([C:10]2[CH:11]=[CH:12][C:13]([C:14]([OH:16])=[O:15])=[CH:18][CH:19]=2)[CH3:9])=[CH:20][CH:21]=1)#[N:2], predict the reactants needed to synthesize it. The reactants are: [C:1]([C:3]1[CH:21]=[CH:20][C:6]([O:7][CH:8]([C:10]2[CH:19]=[CH:18][C:13]([C:14]([O:16]C)=[O:15])=[CH:12][CH:11]=2)[CH3:9])=[CH:5][CH:4]=1)#[N:2].O.[OH-].[Li+].O1CCCC1.Cl. (8) Given the product [CH2:1]([N:3]1[C:7]2=[N:8][C:9]([CH2:42][CH3:43])=[C:10]([CH2:19][NH:20][C:21](=[O:41])[CH2:22][C:23]([NH:25][CH2:26][C:27]3[CH:28]=[C:29]([C:33]4[CH:34]=[CH:35][CH:36]=[C:37]([CH2:44][N:45]5[CH2:50][CH2:49][N:48]([CH3:53])[CH2:47][CH2:46]5)[CH:38]=4)[CH:30]=[CH:31][CH:32]=3)=[O:24])[C:11]([NH:12][CH:13]3[CH2:18][CH2:17][O:16][CH2:15][CH2:14]3)=[C:6]2[CH:5]=[N:4]1)[CH3:2], predict the reactants needed to synthesize it. The reactants are: [CH2:1]([N:3]1[C:7]2=[N:8][C:9]([CH2:42][CH3:43])=[C:10]([CH2:19][NH:20][C:21](=[O:41])[CH2:22][C:23]([NH:25][CH2:26][C:27]3[CH:28]=[C:29]([C:33]4[CH:38]=[CH:37][CH:36]=[C:35](C=O)[CH:34]=4)[CH:30]=[CH:31][CH:32]=3)=[O:24])[C:11]([NH:12][CH:13]3[CH2:18][CH2:17][O:16][CH2:15][CH2:14]3)=[C:6]2[CH:5]=[N:4]1)[CH3:2].[CH3:44][N:45]1[CH2:50][CH2:49][NH:48][CH2:47][CH2:46]1.[BH-](OC(C)=O)(OC(C)=O)O[C:53](C)=O.[Na+].CC(O)=O. (9) The reactants are: [CH3:1][C:2]1[C:3]([C:7]([O:9][CH3:10])=[O:8])=[CH:4][S:5][CH:6]=1.C1C(=O)N([I:18])C(=O)C1.CCOC(C)=O. Given the product [I:18][C:6]1[S:5][CH:4]=[C:3]([C:7]([O:9][CH3:10])=[O:8])[C:2]=1[CH3:1], predict the reactants needed to synthesize it.